From a dataset of CYP2C19 inhibition data for predicting drug metabolism from PubChem BioAssay. Regression/Classification. Given a drug SMILES string, predict its absorption, distribution, metabolism, or excretion properties. Task type varies by dataset: regression for continuous measurements (e.g., permeability, clearance, half-life) or binary classification for categorical outcomes (e.g., BBB penetration, CYP inhibition). Dataset: cyp2c19_veith. (1) The molecule is C#CCCCO/N=C1/C[C@@H](O)[C@@H](O)[C@@H]2[C@@H]3C(=O)N([C@@H](C)c4ccccc4)C(=O)[C@H]3CC[C@@H]12. The result is 0 (non-inhibitor). (2) The compound is COC(=O)C/C=C\[C@@H](C)[C@@H](/C=N\OCC[C@@H]1C=C[C@H](OC(C)=O)[C@H](COC(C)=O)O1)OC. The result is 0 (non-inhibitor).